Dataset: Forward reaction prediction with 1.9M reactions from USPTO patents (1976-2016). Task: Predict the product of the given reaction. (1) Given the reactants [NH2:1][C:2]1[C:9]([O:10][CH2:11][C:12]2[CH:17]=[CH:16][CH:15]=[CH:14][CH:13]=2)=[CH:8][C:7]([CH2:18][CH:19]([CH3:21])[CH3:20])=[CH:6][C:3]=1[C:4]#[N:5].[N:22]([O-])=O.[Na+].[Sn](Cl)Cl.[OH-].[Na+], predict the reaction product. The product is: [CH2:11]([O:10][C:9]1[CH:8]=[C:7]([CH2:18][CH:19]([CH3:21])[CH3:20])[CH:6]=[C:3]2[C:2]=1[NH:1][N:5]=[C:4]2[NH2:22])[C:12]1[CH:17]=[CH:16][CH:15]=[CH:14][CH:13]=1. (2) Given the reactants Br[C:2]1[N:10]([CH3:11])[C:9]2[C:8](=[O:12])[N:7]([CH3:13])[C:6](=[O:14])[N:5]([CH3:15])[C:4]=2[N:3]=1.[CH3:16][O:17][C:18]1[CH:19]=[C:20](B(O)O)[CH:21]=[CH:22][C:23]=1[O:24][CH3:25].C(=O)([O-])[O-].[K+].[K+], predict the reaction product. The product is: [CH3:13][N:7]1[C:8](=[O:12])[C:9]2[N:10]([CH3:11])[C:2]([C:21]3[CH:20]=[CH:19][C:18]([O:17][CH3:16])=[C:23]([O:24][CH3:25])[CH:22]=3)=[N:3][C:4]=2[N:5]([CH3:15])[C:6]1=[O:14]. (3) Given the reactants [F:1][C:2]1[CH:3]=[C:4]([C:35]([O:37][C:38]([CH3:41])([CH3:40])[CH3:39])=[O:36])[C:5]2/[C:6](=[CH:32]/[CH2:33][OH:34])/[CH:7]([C:26]3[N:30]([CH3:31])[N:29]=[CH:28][N:27]=3)[CH:8]([C:19]3[CH:24]=[CH:23][C:22]([F:25])=[CH:21][CH:20]=3)[N:9]([C:12]([O:14][C:15]([CH3:18])([CH3:17])[CH3:16])=[O:13])[C:10]=2[CH:11]=1.[CH3:42][S:43](Cl)(=[O:45])=[O:44], predict the reaction product. The product is: [F:1][C:2]1[CH:3]=[C:4]([C:35]([O:37][C:38]([CH3:41])([CH3:40])[CH3:39])=[O:36])[C:5]2/[C:6](=[CH:32]/[CH2:33][O:34][S:43]([CH3:42])(=[O:45])=[O:44])/[CH:7]([C:26]3[N:30]([CH3:31])[N:29]=[CH:28][N:27]=3)[CH:8]([C:19]3[CH:20]=[CH:21][C:22]([F:25])=[CH:23][CH:24]=3)[N:9]([C:12]([O:14][C:15]([CH3:18])([CH3:17])[CH3:16])=[O:13])[C:10]=2[CH:11]=1. (4) Given the reactants Cl[C:2]1[N:7]=[C:6]([C:8]2[CH:13]=[CH:12][C:11]([O:14][C:15]3[CH:20]=[CH:19][CH:18]=[CH:17][CH:16]=3)=[CH:10][CH:9]=2)[C:5]([C:21]([NH2:23])=[O:22])=[CH:4][N:3]=1.C([O-])([O-])=O.[K+].[K+].[C:30]([O:34][C:35]([N:37]1[CH2:40][CH:39](N2C=C(C(O)=O)C(C3C=CC(OC4C=CC=CC=4)=CC=3)=N2)[CH2:38]1)=[O:36])([CH3:33])([CH3:32])[CH3:31].CO[CH2:64][CH2:65]OC, predict the reaction product. The product is: [C:21]([C:5]1[C:6]([C:8]2[CH:13]=[CH:12][C:11]([O:14][C:15]3[CH:20]=[CH:19][CH:18]=[CH:17][CH:16]=3)=[CH:10][CH:9]=2)=[N:7][C:2]([C:38]2[CH2:39][CH2:40][N:37]([C:35]([O:34][C:30]([CH3:31])([CH3:32])[CH3:33])=[O:36])[CH2:65][CH:64]=2)=[N:3][CH:4]=1)(=[O:22])[NH2:23]. (5) Given the reactants [CH:1]1([N:4]2[CH2:9][CH2:8][CH:7]([C:10]([NH:12][OH:13])=[NH:11])[CH2:6][CH2:5]2)[CH2:3][CH2:2]1.[Cl:14][C:15]1[CH:16]=[C:17]([CH:21]=[CH:22][C:23]=1[O:24][CH3:25])[C:18](Cl)=O, predict the reaction product. The product is: [CH:1]1([N:4]2[CH2:9][CH2:8][CH:7]([C:10]3[N:11]=[C:18]([C:17]4[CH:21]=[CH:22][C:23]([O:24][CH3:25])=[C:15]([Cl:14])[CH:16]=4)[O:13][N:12]=3)[CH2:6][CH2:5]2)[CH2:2][CH2:3]1. (6) Given the reactants [Br:1][C:2]1[C:3]([F:14])=[C:4]([F:13])[C:5]([F:12])=[C:6](S(Cl)(=O)=O)[CH:7]=1.BrC1C(F)=C(F)C(F)=CC=1S(Cl)(=O)=O, predict the reaction product. The product is: [Br:1][C:2]1[CH:7]=[CH:6][C:5]([F:12])=[C:4]([F:13])[C:3]=1[F:14]. (7) Given the reactants [CH3:1][O:2][C:3](=[O:15])[C:4]1[CH:9]=[C:8](I)[C:7]([CH:11]([CH3:13])[CH3:12])=[CH:6][C:5]=1[NH2:14].O1CCO[CH2:18][CH2:17]1, predict the reaction product. The product is: [CH3:1][O:2][C:3](=[O:15])[C:4]1[CH:9]=[C:8]([C:17]#[CH:18])[C:7]([CH:11]([CH3:13])[CH3:12])=[CH:6][C:5]=1[NH2:14].